This data is from NCI-60 drug combinations with 297,098 pairs across 59 cell lines. The task is: Regression. Given two drug SMILES strings and cell line genomic features, predict the synergy score measuring deviation from expected non-interaction effect. (1) Drug 1: C1=CC=C(C(=C1)C(C2=CC=C(C=C2)Cl)C(Cl)Cl)Cl. Drug 2: CC(C)NC(=O)C1=CC=C(C=C1)CNNC.Cl. Cell line: HCT116. Synergy scores: CSS=-1.12, Synergy_ZIP=3.47, Synergy_Bliss=8.34, Synergy_Loewe=2.54, Synergy_HSA=2.77. (2) Drug 1: COC1=CC(=CC(=C1O)OC)C2C3C(COC3=O)C(C4=CC5=C(C=C24)OCO5)OC6C(C(C7C(O6)COC(O7)C8=CC=CS8)O)O. Drug 2: C1=NC(=NC(=O)N1C2C(C(C(O2)CO)O)O)N. Cell line: KM12. Synergy scores: CSS=18.6, Synergy_ZIP=-5.61, Synergy_Bliss=-5.33, Synergy_Loewe=-11.6, Synergy_HSA=-7.03. (3) Drug 1: C1=CC(=CC=C1CCC2=CNC3=C2C(=O)NC(=N3)N)C(=O)NC(CCC(=O)O)C(=O)O. Drug 2: C(CN)CNCCSP(=O)(O)O. Cell line: U251. Synergy scores: CSS=38.1, Synergy_ZIP=1.44, Synergy_Bliss=1.26, Synergy_Loewe=-31.2, Synergy_HSA=1.47. (4) Drug 1: C1=CC(=C2C(=C1NCCNCCO)C(=O)C3=C(C=CC(=C3C2=O)O)O)NCCNCCO. Drug 2: C1CC(C1)(C(=O)O)C(=O)O.[NH2-].[NH2-].[Pt+2]. Cell line: HT29. Synergy scores: CSS=36.3, Synergy_ZIP=-0.756, Synergy_Bliss=1.17, Synergy_Loewe=-24.0, Synergy_HSA=2.89. (5) Drug 1: C1=CC(=CC=C1CCCC(=O)O)N(CCCl)CCCl. Drug 2: C1C(C(OC1N2C=C(C(=O)NC2=O)F)CO)O. Cell line: UO-31. Synergy scores: CSS=19.7, Synergy_ZIP=-11.2, Synergy_Bliss=-14.4, Synergy_Loewe=-13.7, Synergy_HSA=-10.2. (6) Drug 1: CCC1(CC2CC(C3=C(CCN(C2)C1)C4=CC=CC=C4N3)(C5=C(C=C6C(=C5)C78CCN9C7C(C=CC9)(C(C(C8N6C=O)(C(=O)OC)O)OC(=O)C)CC)OC)C(=O)OC)O.OS(=O)(=O)O. Drug 2: CC=C1C(=O)NC(C(=O)OC2CC(=O)NC(C(=O)NC(CSSCCC=C2)C(=O)N1)C(C)C)C(C)C. Cell line: UACC62. Synergy scores: CSS=88.2, Synergy_ZIP=-7.80, Synergy_Bliss=-8.21, Synergy_Loewe=-5.71, Synergy_HSA=-3.27. (7) Drug 1: CS(=O)(=O)C1=CC(=C(C=C1)C(=O)NC2=CC(=C(C=C2)Cl)C3=CC=CC=N3)Cl. Drug 2: CC(C)(C#N)C1=CC(=CC(=C1)CN2C=NC=N2)C(C)(C)C#N. Cell line: TK-10. Synergy scores: CSS=8.70, Synergy_ZIP=-1.50, Synergy_Bliss=3.52, Synergy_Loewe=2.36, Synergy_HSA=3.20. (8) Drug 2: C1=CC=C(C=C1)NC(=O)CCCCCCC(=O)NO. Synergy scores: CSS=19.7, Synergy_ZIP=-5.86, Synergy_Bliss=-1.09, Synergy_Loewe=-1.18, Synergy_HSA=0.621. Drug 1: CN1CCC(CC1)COC2=C(C=C3C(=C2)N=CN=C3NC4=C(C=C(C=C4)Br)F)OC. Cell line: OVCAR-5. (9) Drug 1: C1CCC(C1)C(CC#N)N2C=C(C=N2)C3=C4C=CNC4=NC=N3. Drug 2: CC(C1=C(C=CC(=C1Cl)F)Cl)OC2=C(N=CC(=C2)C3=CN(N=C3)C4CCNCC4)N. Cell line: A549. Synergy scores: CSS=27.4, Synergy_ZIP=-2.79, Synergy_Bliss=2.30, Synergy_Loewe=-3.47, Synergy_HSA=2.33. (10) Drug 1: C1CCC(C1)C(CC#N)N2C=C(C=N2)C3=C4C=CNC4=NC=N3. Drug 2: CCN(CC)CCNC(=O)C1=C(NC(=C1C)C=C2C3=C(C=CC(=C3)F)NC2=O)C. Cell line: SNB-75. Synergy scores: CSS=-7.84, Synergy_ZIP=4.30, Synergy_Bliss=0.629, Synergy_Loewe=-3.47, Synergy_HSA=-4.57.